This data is from Peptide-MHC class I binding affinity with 185,985 pairs from IEDB/IMGT. The task is: Regression. Given a peptide amino acid sequence and an MHC pseudo amino acid sequence, predict their binding affinity value. This is MHC class I binding data. (1) The peptide sequence is NESGRLIDF. The MHC is HLA-A03:01 with pseudo-sequence HLA-A03:01. The binding affinity (normalized) is 0.0847. (2) The peptide sequence is EGNLAQGFR. The MHC is HLA-B48:01 with pseudo-sequence HLA-B48:01. The binding affinity (normalized) is 0.0847. (3) The peptide sequence is RWIAVPTW. The MHC is Mamu-B52 with pseudo-sequence Mamu-B52. The binding affinity (normalized) is 0.587. (4) The peptide sequence is IIFMNLYSF. The MHC is HLA-B15:03 with pseudo-sequence HLA-B15:03. The binding affinity (normalized) is 0.780. (5) The peptide sequence is DTNLITCNDH. The MHC is HLA-A03:01 with pseudo-sequence HLA-A03:01. The binding affinity (normalized) is 0. (6) The MHC is H-2-Db with pseudo-sequence H-2-Db. The binding affinity (normalized) is 0.287. The peptide sequence is VINIVIIV.